This data is from Catalyst prediction with 721,799 reactions and 888 catalyst types from USPTO. The task is: Predict which catalyst facilitates the given reaction. Reactant: CC(C)([O-])C.[K+].Cl.[F:8][C:9]1[CH:10]=[C:11]2[C:16](=[CH:17][CH:18]=1)[CH2:15][NH:14][CH2:13][CH2:12]2.Br[C:20]1[CH:25]=[C:24]([CH3:26])[C:23]([NH:27][C:28](=[O:34])[CH2:29][C:30]([CH3:33])([CH3:32])[CH3:31])=[C:22]([CH3:35])[CH:21]=1. The catalyst class is: 11. Product: [F:8][C:9]1[CH:10]=[C:11]2[C:16](=[CH:17][CH:18]=1)[CH2:15][N:14]([C:20]1[CH:25]=[C:24]([CH3:26])[C:23]([NH:27][C:28](=[O:34])[CH2:29][C:30]([CH3:31])([CH3:32])[CH3:33])=[C:22]([CH3:35])[CH:21]=1)[CH2:13][CH2:12]2.